This data is from Full USPTO retrosynthesis dataset with 1.9M reactions from patents (1976-2016). The task is: Predict the reactants needed to synthesize the given product. (1) Given the product [N+:21]([C:13]1[CH:14]=[C:15]([N+:18]([O-:20])=[O:19])[CH:16]=[CH:17][C:12]=1[O-:11])([O-:23])=[O:22].[NH2:10][N+:6]1[CH:7]=[CH:8][C:9]2[O:1][CH2:2][CH2:3][C:4]=2[CH:5]=1, predict the reactants needed to synthesize it. The reactants are: [O:1]1[C:9]2[CH:8]=[CH:7][N:6]=[CH:5][C:4]=2[CH2:3][CH2:2]1.[NH2:10][O:11][C:12]1[CH:17]=[CH:16][C:15]([N+:18]([O-:20])=[O:19])=[CH:14][C:13]=1[N+:21]([O-:23])=[O:22].C(OCC)C. (2) Given the product [ClH:15].[Cl:31][C:27]1[CH:28]=[CH:29][CH:30]=[CH:25][C:41]=1[C:42]1[CH:43]=[CH:44][CH:12]=[C:11]([NH2:7])[C:13]=1[F:49], predict the reactants needed to synthesize it. The reactants are: C(O)(=O)C.CC[N:7]([CH:11]([CH3:13])[CH3:12])C(C)C.Cl.[Cl:15]C1[C@H](F)CN[C@H]1C(N[C:25]1[CH:30]=[CH:29][CH:28]=[C:27]([Cl:31])N=1)=O.CN(C(ON1N=N[C:42]2[CH:43]=[CH:44]C=N[C:41]1=2)=[N+](C)C)C.[F:49][P-](F)(F)(F)(F)F. (3) Given the product [NH2:23][CH2:22][C:15]([C:12]1[CH:13]=[CH:14][C:9]([O:8][CH2:1][C:2]2[CH:7]=[CH:6][CH:5]=[CH:4][CH:3]=2)=[CH:10][CH:11]=1)([OH:17])[CH3:16], predict the reactants needed to synthesize it. The reactants are: [CH2:1]([O:8][C:9]1[CH:14]=[CH:13][C:12]([C:15](=[O:17])[CH3:16])=[CH:11][CH:10]=1)[C:2]1[CH:7]=[CH:6][CH:5]=[CH:4][CH:3]=1.C[Si]([C:22]#[N:23])(C)C.[H-].[H-].[H-].[H-].[Li+].[Al+3].[OH-].[Na+]. (4) Given the product [CH2:1]([O:3][C:4]([C:6]1[N:14]2[C:9]([C:10]([Cl:18])=[N:11][CH:12]=[N:13]2)=[CH:8][CH:7]=1)=[O:5])[CH3:2], predict the reactants needed to synthesize it. The reactants are: [CH2:1]([O:3][C:4]([C:6]1[N:14]2[C:9]([C:10](=O)[NH:11][CH:12]=[N:13]2)=[CH:8][CH:7]=1)=[O:5])[CH3:2].P(Cl)(Cl)([Cl:18])=O. (5) The reactants are: [CH3:1][O:2][C:3]1[CH:8]=[CH:7][C:6]([C:9]2[CH:14]=[CH:13][C:12]([C:15]([NH:17][C@H:18]([C:23]([O:25][CH3:26])=[O:24])[CH2:19][CH2:20][CH2:21][CH3:22])=[O:16])=[C:11]([N+:27]([O-])=O)[CH:10]=2)=[CH:5][CH:4]=1. Given the product [NH2:27][C:11]1[CH:10]=[C:9]([C:6]2[CH:5]=[CH:4][C:3]([O:2][CH3:1])=[CH:8][CH:7]=2)[CH:14]=[CH:13][C:12]=1[C:15]([NH:17][C@H:18]([C:23]([O:25][CH3:26])=[O:24])[CH2:19][CH2:20][CH2:21][CH3:22])=[O:16], predict the reactants needed to synthesize it. (6) The reactants are: [Br:1][C:2]1[C:7]2=[N:8]S[N:10]=[C:6]2[CH:5]=[CH:4][CH:3]=1.[BH4-].[Na+]. Given the product [Br:1][C:2]1[CH:3]=[CH:4][CH:5]=[C:6]([NH2:10])[C:7]=1[NH2:8], predict the reactants needed to synthesize it. (7) Given the product [ClH:30].[CH3:29][N:2]([CH3:1])[C:3]1([C:23]2[CH:24]=[CH:25][CH:26]=[CH:27][CH:28]=2)[CH2:8][CH2:7][CH:6]([CH2:9][C:10]([NH:12][CH2:13][CH2:14][CH2:15][CH2:16][C:17]2[CH:22]=[CH:21][CH:20]=[CH:19][CH:18]=2)=[O:11])[CH2:5][CH2:4]1, predict the reactants needed to synthesize it. The reactants are: [CH3:1][N:2]([CH3:29])[C:3]1([C:23]2[CH:28]=[CH:27][CH:26]=[CH:25][CH:24]=2)[CH2:8][CH2:7][CH:6]([CH2:9][C:10]([NH:12][CH2:13][CH2:14][CH2:15][CH2:16][C:17]2[CH:22]=[CH:21][CH:20]=[CH:19][CH:18]=2)=[O:11])[CH2:5][CH2:4]1.[Cl:30][Si](C)(C)C.